Dataset: Catalyst prediction with 721,799 reactions and 888 catalyst types from USPTO. Task: Predict which catalyst facilitates the given reaction. (1) Reactant: C(N(CC)CC)C.[Cl:8][C:9]1[CH:10]=[C:11]([CH:21]=[CH:22][C:23]=1[Cl:24])[CH2:12][N:13]1[CH2:18][CH2:17][O:16][CH:15]([CH2:19][NH2:20])[CH2:14]1.Cl[C:26]([O:28][C:29]1[CH:34]=[CH:33][C:32]([N+:35]([O-:37])=[O:36])=[CH:31][CH:30]=1)=[O:27]. Product: [Cl:8][C:9]1[CH:10]=[C:11]([CH:21]=[CH:22][C:23]=1[Cl:24])[CH2:12][N:13]1[CH2:18][CH2:17][O:16][CH:15]([CH2:19][NH:20][C:26](=[O:27])[O:28][C:29]2[CH:30]=[CH:31][C:32]([N+:35]([O-:37])=[O:36])=[CH:33][CH:34]=2)[CH2:14]1. The catalyst class is: 4. (2) Reactant: [CH2:1]([O:19][C:20]1[CH:21]=[C:22]([CH:25]=[C:26]([O:47][CH2:48][CH2:49][CH2:50][CH2:51][CH2:52][CH2:53][CH2:54][CH2:55][CH2:56][CH2:57][CH2:58][CH2:59][CH2:60][CH2:61][CH2:62][CH2:63][CH2:64][CH3:65])[C:27]=1[O:28][CH2:29][CH2:30][CH2:31][CH2:32][CH2:33][CH2:34][CH2:35][CH2:36][CH2:37][CH2:38][CH2:39][CH2:40][CH2:41][CH2:42][CH2:43][CH2:44][CH2:45][CH3:46])[CH2:23]O)[CH2:2][CH2:3][CH2:4][CH2:5][CH2:6][CH2:7][CH2:8][CH2:9][CH2:10][CH2:11][CH2:12][CH2:13][CH2:14][CH2:15][CH2:16][CH2:17][CH3:18].CN(C)C=O.S(Cl)([Cl:73])=O. Product: [CH2:1]([O:19][C:20]1[CH:21]=[C:22]([CH:25]=[C:26]([O:47][CH2:48][CH2:49][CH2:50][CH2:51][CH2:52][CH2:53][CH2:54][CH2:55][CH2:56][CH2:57][CH2:58][CH2:59][CH2:60][CH2:61][CH2:62][CH2:63][CH2:64][CH3:65])[C:27]=1[O:28][CH2:29][CH2:30][CH2:31][CH2:32][CH2:33][CH2:34][CH2:35][CH2:36][CH2:37][CH2:38][CH2:39][CH2:40][CH2:41][CH2:42][CH2:43][CH2:44][CH2:45][CH3:46])[CH2:23][Cl:73])[CH2:2][CH2:3][CH2:4][CH2:5][CH2:6][CH2:7][CH2:8][CH2:9][CH2:10][CH2:11][CH2:12][CH2:13][CH2:14][CH2:15][CH2:16][CH2:17][CH3:18]. The catalyst class is: 4. (3) Reactant: F[C:2]1[CH:9]=[CH:8][C:7]([N+:10]([O-:12])=[O:11])=[CH:6][C:3]=1[CH:4]=[O:5].[C:13]1([OH:19])[CH:18]=[CH:17][CH:16]=[CH:15][CH:14]=1.C([O-])([O-])=O.[K+].[K+]. Product: [N+:10]([C:7]1[CH:8]=[CH:9][C:2]([O:19][C:13]2[CH:18]=[CH:17][CH:16]=[CH:15][CH:14]=2)=[C:3]([CH:6]=1)[CH:4]=[O:5])([O-:12])=[O:11]. The catalyst class is: 155. (4) Reactant: C1(C)C=C(C)C=C(C)C=1[C:9]1[C:10](=[O:24])[C:11](=[O:23])[C:12]2[C:21]([CH:22]=1)=[N:20][C:19]1[C:14](=[CH:15][CH:16]=[CH:17][CH:18]=1)[CH:13]=2.CN1C(=O)N(C)CCC1. Product: [C:11]1(=[O:23])[C:12]2[C:21](=[N:20][C:19]3[C:14]([CH:13]=2)=[CH:15][CH:16]=[CH:17][CH:18]=3)[CH:22]=[CH:9][C:10]1=[O:24]. The catalyst class is: 1. (5) Reactant: [CH:1]([C:3]1[CH:8]=[C:7]([CH2:9][CH2:10][N:11]2[CH2:15][CH2:14][CH2:13][C@H:12]2[CH3:16])[CH:6]=[CH:5][C:4]=1[NH:17]C(=O)C(C)(C)C)=[O:2].[OH-].[Na+].ClCCl. Product: [NH2:17][C:4]1[CH:5]=[CH:6][C:7]([CH2:9][CH2:10][N:11]2[CH2:15][CH2:14][CH2:13][C@H:12]2[CH3:16])=[CH:8][C:3]=1[CH:1]=[O:2]. The catalyst class is: 33. (6) Reactant: [I:1][C:2]1[CH:3]=[C:4]([C:9]([F:12])([F:11])[F:10])[C:5]([NH2:8])=[N:6][CH:7]=1.Br[CH2:14][C:15](=O)[C:16]([O:18][CH3:19])=[O:17]. Product: [I:1][C:2]1[CH:3]=[C:4]([C:9]([F:12])([F:10])[F:11])[C:5]2[N:6]([CH:14]=[C:15]([C:16]([O:18][CH3:19])=[O:17])[N:8]=2)[CH:7]=1. The catalyst class is: 9.